Dataset: Reaction yield outcomes from USPTO patents with 853,638 reactions. Task: Predict the reaction yield, written as a fraction of the theoretical maximum amount of product (1.0 means a 100% yield; for example, 0.34 means a 34% yield). (1) The catalyst is C1(C)C=CC=CC=1.O. The product is [CH3:7][CH:6]1[CH2:5][C:4](=[O:8])[CH2:3][CH:2]([CH3:1])[S:18]1. The yield is 0.290. The reactants are [CH2:1]=[CH:2][CH2:3][C:4](=[O:8])[CH2:5][CH:6]=[CH2:7].O.O.O.O.O.O.O.O.O.[S-2:18].[Na+].[Na+].C(=O)([O-])[O-].[K+].[K+]. (2) The reactants are I([O-])(=O)(=O)=O.[Na+].[I:7]I.C(OC(=O)C)(=O)C.S(=O)(=O)(O)O.[Cl:21][C:22]1[CH:27]=[CH:26][C:25]([CH2:28][CH3:29])=[CH:24][CH:23]=1.S([O-])([O-])=O.[Na+].[Na+].[OH-].[Na+].[Cl-].[Na+]. The catalyst is O.C(OCC)(=O)C.C(O)(=O)C. The product is [Cl:21][C:22]1[CH:27]=[CH:26][C:25]([CH2:28][CH3:29])=[C:24]([I:7])[CH:23]=1. The yield is 0.250. (3) The reactants are [C:1]([O-:4])(=[O:3])[CH3:2].[Na+].[Cl:6][C:7]1[CH:8]=[C:9]([OH:14])[CH:10]=[N:11]C=1Cl.[CH3:15][CH2:16]O. The catalyst is CC([O-])=O.CC([O-])=O.[Pd+2]. The product is [Cl:6][C:7]1[C:2]([C:1]([O:4][CH2:15][CH3:16])=[O:3])=[N:11][CH:10]=[C:9]([OH:14])[CH:8]=1. The yield is 0.930. (4) The catalyst is C(OCC)(=O)C. The reactants are [CH3:1][N:2]([CH3:15])[C:3](=[O:14])[CH2:4][CH2:5][CH2:6][C:7]1[CH:12]=[CH:11][C:10]([NH2:13])=[CH:9][CH:8]=1.[C:16]1(=O)[CH2:19][CH2:18][CH2:17]1.[Si]([C:25]#[N:26])(C)(C)C. The yield is 0.570. The product is [CH3:15][N:2]([CH3:1])[C:3](=[O:14])[CH2:4][CH2:5][CH2:6][C:7]1[CH:8]=[CH:9][C:10]([NH:13][C:16]2([C:25]#[N:26])[CH2:19][CH2:18][CH2:17]2)=[CH:11][CH:12]=1. (5) The reactants are Cl[C:2]1[C:7]([C:8](=[O:10])[CH3:9])=[CH:6][N:5]=[C:4]2[N:11]([CH2:14][O:15][CH2:16][CH2:17][Si:18]([CH3:21])([CH3:20])[CH3:19])[CH:12]=[CH:13][C:3]=12.[CH2:22]([N:29]1[CH2:34][CH2:33][CH:32]([NH2:35])[CH2:31][CH2:30]1)[C:23]1[CH:28]=[CH:27][CH:26]=[CH:25][CH:24]=1.C(N(CC)C(C)C)(C)C. No catalyst specified. The product is [CH2:22]([N:29]1[CH2:34][CH2:33][CH:32]([NH:35][C:2]2[C:7]([C:8](=[O:10])[CH3:9])=[CH:6][N:5]=[C:4]3[N:11]([CH2:14][O:15][CH2:16][CH2:17][Si:18]([CH3:21])([CH3:20])[CH3:19])[CH:12]=[CH:13][C:3]=23)[CH2:31][CH2:30]1)[C:23]1[CH:24]=[CH:25][CH:26]=[CH:27][CH:28]=1. The yield is 0.580. (6) The reactants are [F:1][C:2]1[CH:7]=[C:6]([F:8])[CH:5]=[CH:4][C:3]=1[C:9]([OH:32])([CH2:26][N:27]1[CH:31]=[N:30][N:29]=[N:28]1)[C:10]([F:25])([F:24])[C:11]1[CH:16]=[CH:15][C:14](/[CH:17]=[CH:18]/[CH2:19][O:20][CH:21]([CH3:23])[CH3:22])=[CH:13][N:12]=1. The catalyst is CO.[Pd]. The product is [F:1][C:2]1[CH:7]=[C:6]([F:8])[CH:5]=[CH:4][C:3]=1[C:9]([OH:32])([CH2:26][N:27]1[CH:31]=[N:30][N:29]=[N:28]1)[C:10]([F:25])([F:24])[C:11]1[CH:16]=[CH:15][C:14]([CH2:17][CH2:18][CH2:19][O:20][CH:21]([CH3:23])[CH3:22])=[CH:13][N:12]=1. The yield is 0.800. (7) The reactants are [S:1]1[CH:5]=[CH:4][CH:3]=[C:2]1[CH2:6][CH2:7][NH2:8].[CH2:9]([C:12]1[CH:20]=[CH:19][C:15]([C:16](Cl)=[O:17])=[CH:14][CH:13]=1)[CH2:10][CH3:11].C(N(CC)CC)C. The catalyst is C1COCC1. The yield is 0.850. The product is [CH2:9]([C:12]1[CH:13]=[CH:14][C:15]([C:16]([NH:8][CH2:7][CH2:6][C:2]2[S:1][CH:5]=[CH:4][CH:3]=2)=[O:17])=[CH:19][CH:20]=1)[CH2:10][CH3:11]. (8) The reactants are Br[C:2]1[C:7]([CH3:8])=[CH:6][CH:5]=[CH:4][C:3]=1[NH2:9].CCN(CC)CC.[CH3:17][C:18]1([CH3:25])[C:22]([CH3:24])([CH3:23])[O:21][BH:20][O:19]1. The catalyst is Cl[Pd](Cl)([P](C1C=CC=CC=1)(C1C=CC=CC=1)C1C=CC=CC=1)[P](C1C=CC=CC=1)(C1C=CC=CC=1)C1C=CC=CC=1.O1CCOCC1. The product is [CH3:8][C:7]1[C:2]([B:20]2[O:21][C:22]([CH3:24])([CH3:23])[C:18]([CH3:25])([CH3:17])[O:19]2)=[C:3]([NH2:9])[CH:4]=[CH:5][CH:6]=1. The yield is 4.00. (9) The reactants are [Br:1][C:2]1[CH:10]=[C:9]2[C:5]([C:6]([C:11]([O:13][CH2:14][CH3:15])=[O:12])=[N:7][NH:8]2)=[CH:4][CH:3]=1.C(N(CC)CC)C.[C:23](O[C:23]([O:25][C:26]([CH3:29])([CH3:28])[CH3:27])=[O:24])([O:25][C:26]([CH3:29])([CH3:28])[CH3:27])=[O:24]. The catalyst is ClCCl.CN(C)C1C=CN=CC=1. The product is [Br:1][C:2]1[CH:10]=[C:9]2[C:5]([C:6]([C:11]([O:13][CH2:14][CH3:15])=[O:12])=[N:7][N:8]2[C:23]([O:25][C:26]([CH3:29])([CH3:28])[CH3:27])=[O:24])=[CH:4][CH:3]=1. The yield is 0.990.